From a dataset of Full USPTO retrosynthesis dataset with 1.9M reactions from patents (1976-2016). Predict the reactants needed to synthesize the given product. (1) Given the product [Br:8][C:9]1[S:10][C:11]([C:11]2[S:10][C:9]([Br:8])=[C:13]([CH2:14][CH2:15][CH2:16][CH2:17][CH2:18][CH2:19][CH2:20][CH2:21][CH2:22][CH2:23][CH2:24][CH2:25][CH2:26][CH3:27])[CH:12]=2)=[CH:12][C:13]=1[CH2:14][CH2:15][CH2:16][CH2:17][CH2:18][CH2:19][CH2:20][CH2:21][CH2:22][CH2:23][CH2:24][CH2:7][CH2:5][CH3:6], predict the reactants needed to synthesize it. The reactants are: C(N[CH:5]([CH3:7])[CH3:6])(C)C.[Br:8][C:9]1[S:10][CH:11]=[CH:12][C:13]=1[CH2:14][CH2:15][CH2:16][CH2:17][CH2:18][CH2:19][CH2:20][CH2:21][CH2:22][CH2:23][CH2:24][CH2:25][CH2:26][CH3:27]. (2) Given the product [Cl:11][C:10]1[C:2]2[N:1]=[C:12]([CH3:13])[O:5][C:4](=[O:6])[C:3]=2[CH:7]=[CH:8][CH:9]=1, predict the reactants needed to synthesize it. The reactants are: [NH2:1][C:2]1[C:10]([Cl:11])=[CH:9][CH:8]=[CH:7][C:3]=1[C:4]([OH:6])=[O:5].[C:12](OC(=O)C)(=O)[CH3:13].